The task is: Predict the product of the given reaction.. This data is from Forward reaction prediction with 1.9M reactions from USPTO patents (1976-2016). (1) The product is: [Br:1][C:2]1[CH:7]=[CH:6][C:5]([C:8]2[NH:9][C:10]3[C:15]([C:16]=2[CH:17]=[C:30]([S:27]([C:24]2[CH:25]=[CH:26][C:21]([Cl:20])=[CH:22][CH:23]=2)(=[O:29])=[O:28])[C:31]#[N:32])=[CH:14][CH:13]=[CH:12][CH:11]=3)=[CH:4][C:3]=1[F:19]. Given the reactants [Br:1][C:2]1[CH:7]=[CH:6][C:5]([C:8]2[NH:9][C:10]3[C:15]([C:16]=2[CH:17]=O)=[CH:14][CH:13]=[CH:12][CH:11]=3)=[CH:4][C:3]=1[F:19].[Cl:20][C:21]1[CH:26]=[CH:25][C:24]([S:27]([CH2:30][C:31]#[N:32])(=[O:29])=[O:28])=[CH:23][CH:22]=1, predict the reaction product. (2) Given the reactants [CH3:1][O:2][CH2:3][CH2:4][O:5][CH2:6]Cl.[C:8]([O:12][C:13]([N:15]1[CH2:20][CH2:19][CH:18]([OH:21])[CH2:17][CH2:16]1)=[O:14])([CH3:11])([CH3:10])[CH3:9].C(N(C(C)C)CC)(C)C, predict the reaction product. The product is: [C:8]([O:12][C:13]([N:15]1[CH2:20][CH2:19][CH:18]([O:21][CH2:6][O:5][CH2:4][CH2:3][O:2][CH3:1])[CH2:17][CH2:16]1)=[O:14])([CH3:11])([CH3:9])[CH3:10]. (3) Given the reactants [NH:1]1[CH2:4][CH:3]([O:5][C:6]2[CH:19]=[CH:18][C:9]([CH2:10][N:11]3[CH2:17][C:13]4([CH2:16][O:15][CH2:14]4)[CH2:12]3)=[CH:8][CH:7]=2)[CH2:2]1.[C:20]1([C:26]2[O:30][C:29]([C:31](OCC)=[O:32])=[N:28][N:27]=2)[CH:25]=[CH:24][CH:23]=[CH:22][CH:21]=1, predict the reaction product. The product is: [CH2:16]1[C:13]2([CH2:12][N:11]([CH2:10][C:9]3[CH:18]=[CH:19][C:6]([O:5][CH:3]4[CH2:4][N:1]([C:31]([C:29]5[O:30][C:26]([C:20]6[CH:21]=[CH:22][CH:23]=[CH:24][CH:25]=6)=[N:27][N:28]=5)=[O:32])[CH2:2]4)=[CH:7][CH:8]=3)[CH2:17]2)[CH2:14][O:15]1. (4) Given the reactants [CH3:1][O:2][C:3](=[O:15])[C:4](=[N+]=[N-])[CH2:5][C:6]1[CH:11]=[CH:10][C:9]([Cl:12])=[CH:8][CH:7]=1.[CH:16]1([CH2:20][OH:21])[CH2:19][CH2:18][CH2:17]1, predict the reaction product. The product is: [Cl:12][C:9]1[CH:10]=[CH:11][C:6]([CH2:5][CH:4]([O:21][CH2:20][CH:16]2[CH2:19][CH2:18][CH2:17]2)[C:3]([O:2][CH3:1])=[O:15])=[CH:7][CH:8]=1. (5) The product is: [NH2:1][C:4]1[CH:5]=[CH:6][C:7]([C:10]2[S:11][C:12]3[CH:18]=[CH:17][CH:16]=[CH:15][C:13]=3[N:14]=2)=[CH:8][CH:9]=1. Given the reactants [N+:1]([C:4]1[CH:9]=[CH:8][C:7]([C:10]2[S:11][C:12]3[CH:18]=[CH:17][CH:16]=[CH:15][C:13]=3[N:14]=2)=[CH:6][CH:5]=1)([O-])=O.O.O.[Sn](Cl)Cl, predict the reaction product. (6) Given the reactants C(O[C:6](=[O:16])[NH:7][C:8]1[CH:13]=[CH:12][C:11](F)=[CH:10][C:9]=1N)(C)(C)C.C(O[C:22](=O)[NH:23][C:24]1[CH:29]=[CH:28][CH:27]=[CH:26][C:25]=1[NH2:30])(C)(C)C.Cl[C:33]1[CH:43]=[CH:42][C:36](OCC(O)=O)=[C:35](C)[CH:34]=1.[C:45]1([S:51]([CH2:53][C:54](O)=O)=[O:52])[CH:50]=[CH:49][CH:48]=[CH:47][CH:46]=1, predict the reaction product. The product is: [C:45]1([S:51]([CH2:53][C:54]2[N:23]([CH:22]([CH:33]3[CH2:34][CH2:35][CH2:36][CH2:42][CH2:43]3)[C:6]([NH:7][CH:8]3[CH2:9][CH2:10][CH2:11][CH2:12][CH2:13]3)=[O:16])[C:24]3[CH:29]=[CH:28][CH:27]=[CH:26][C:25]=3[N:30]=2)=[O:52])[CH:50]=[CH:49][CH:48]=[CH:47][CH:46]=1. (7) Given the reactants [N:1]#[C:2][Br:3].[NH2:4][C:5]1[C:6]([Cl:21])=[N:7][C:8]2[C:13]([C:14]=1[NH:15][CH2:16][C:17]([CH3:20])([OH:19])[CH3:18])=[CH:12][CH:11]=[CH:10][CH:9]=2, predict the reaction product. The product is: [BrH:3].[Cl:21][C:6]1[C:5]2[N:4]=[C:2]([NH2:1])[N:15]([CH2:16][C:17]([CH3:20])([OH:19])[CH3:18])[C:14]=2[C:13]2[CH:12]=[CH:11][CH:10]=[CH:9][C:8]=2[N:7]=1. (8) Given the reactants [C:1]([C:5]1[CH:9]=[C:8]([NH:10][C:11]([NH:13][C:14]2[CH:19]=[CH:18][CH:17]=[C:16]([O:20][C:21]3[CH:22]=[N:23][CH:24]=[CH:25][CH:26]=3)[CH:15]=2)=[O:12])[N:7]([C:27]2[CH:28]=[C:29]3[C:34](=[CH:35][CH:36]=2)[CH2:33][N:32](C(OC(C)(C)C)=O)[CH:31]([C:44]([O:46]CC)=[O:45])[CH2:30]3)[N:6]=1)([CH3:4])([CH3:3])[CH3:2], predict the reaction product. The product is: [C:1]([C:5]1[CH:9]=[C:8]([NH:10][C:11]([NH:13][C:14]2[CH:19]=[CH:18][CH:17]=[C:16]([O:20][C:21]3[CH:22]=[N:23][CH:24]=[CH:25][CH:26]=3)[CH:15]=2)=[O:12])[N:7]([C:27]2[CH:28]=[C:29]3[C:34](=[CH:35][CH:36]=2)[CH2:33][NH:32][CH:31]([C:44]([OH:46])=[O:45])[CH2:30]3)[N:6]=1)([CH3:4])([CH3:2])[CH3:3]. (9) Given the reactants [NH2:1][C:2]1[CH:3]=[C:4]([CH:8]2[CH2:13][CH2:12][NH:11][CH2:10][CH2:9]2)[CH:5]=[CH:6][CH:7]=1.Cl.Cl[C:16]([O:18][C:19]1[CH:24]=[CH:23][C:22]([O:25][C:26]2[CH:31]=[CH:30][C:29]([C:32]([F:35])([F:34])[F:33])=[CH:28][N:27]=2)=[CH:21][CH:20]=1)=[O:17], predict the reaction product. The product is: [F:34][C:32]([F:33])([F:35])[C:29]1[CH:30]=[CH:31][C:26]([O:25][C:22]2[CH:23]=[CH:24][C:19]([O:18][C:16]([N:11]3[CH2:12][CH2:13][CH:8]([C:4]4[CH:5]=[CH:6][CH:7]=[C:2]([NH2:1])[CH:3]=4)[CH2:9][CH2:10]3)=[O:17])=[CH:20][CH:21]=2)=[N:27][CH:28]=1.